This data is from Full USPTO retrosynthesis dataset with 1.9M reactions from patents (1976-2016). The task is: Predict the reactants needed to synthesize the given product. (1) Given the product [Cl:1][C:2]1[N:3]=[C:4]([N:24]2[CH2:25][CH2:26][O:27][CH2:28][C@@H:23]2[CH3:22])[C:5]2[N:10]([CH3:11])[N:9]=[CH:8][C:6]=2[N:7]=1, predict the reactants needed to synthesize it. The reactants are: [Cl:1][C:2]1[N:3]=[C:4](Cl)[C:5]2[N:10]([CH3:11])[N:9]=[CH:8][C:6]=2[N:7]=1.C(N(CC)C(C)C)(C)C.[CH3:22][C@H:23]1[CH2:28][O:27][CH2:26][CH2:25][NH:24]1. (2) Given the product [C:21]([O:20][C:18]([NH:17][C@H:13]([C:9]1[CH:8]=[C:7]([N:6]2[C:2]([NH:1][C:32](=[O:33])[C@H:31]([CH3:30])[CH:35]=[CH2:36])=[CH:3][C:4]([C:25]([O:27][CH2:28][CH3:29])=[O:26])=[N:5]2)[CH:12]=[CH:11][N:10]=1)[CH2:14][CH:15]=[CH2:16])=[O:19])([CH3:22])([CH3:23])[CH3:24], predict the reactants needed to synthesize it. The reactants are: [NH2:1][C:2]1[N:6]([C:7]2[CH:12]=[CH:11][N:10]=[C:9]([C@@H:13]([NH:17][C:18]([O:20][C:21]([CH3:24])([CH3:23])[CH3:22])=[O:19])[CH2:14][CH:15]=[CH2:16])[CH:8]=2)[N:5]=[C:4]([C:25]([O:27][CH2:28][CH3:29])=[O:26])[CH:3]=1.[CH3:30][C@H:31]([CH:35]=[CH2:36])[C:32](O)=[O:33].N1C=CC=CC=1.C(P1(=O)OP(CCC)(=O)OP(CCC)(=O)O1)CC. (3) Given the product [Cl:33][C:29]1[C:28]([F:34])=[C:27]([CH:32]=[CH:31][CH:30]=1)[CH2:26][C:23]1[CH:24]=[CH:25][C:9]2[N:10]([CH:22]=1)[C:11](=[O:21])[C:12]([OH:13])=[C:7]([C:5]([OH:6])=[O:4])[N:8]=2, predict the reactants needed to synthesize it. The reactants are: [OH-].[Na+].C[O:4][C:5]([C:7]1[N:8]=[C:9]2[CH:25]=[CH:24][C:23]([CH2:26][C:27]3[CH:32]=[CH:31][CH:30]=[C:29]([Cl:33])[C:28]=3[F:34])=[CH:22][N:10]2[C:11](=[O:21])[C:12]=1[O:13][Si](C(C)(C)C)(C)C)=[O:6].Cl. (4) Given the product [F:3][C:4]1[CH:5]=[CH:6][C:7]([C:13]2[NH:17][N:16]=[CH:15][CH:14]=2)=[C:8]([CH:12]=1)[C:9]([OH:11])=[O:10], predict the reactants needed to synthesize it. The reactants are: [OH-].[Na+].[F:3][C:4]1[CH:5]=[CH:6][C:7]([C:13]2[NH:17][N:16]=[CH:15][CH:14]=2)=[C:8]([CH:12]=1)[C:9]([O-:11])=[O:10]. (5) Given the product [O:15]1[C:2]2([CH2:7][CH2:6][CH:5]([C:8]([O:10][CH2:11][CH3:12])=[O:9])[CH2:4][CH2:3]2)[O:1][CH2:13][CH2:14]1, predict the reactants needed to synthesize it. The reactants are: [O:1]=[C:2]1[CH2:7][CH2:6][CH:5]([C:8]([O:10][CH2:11][CH3:12])=[O:9])[CH2:4][CH2:3]1.[CH2:13](O)[CH2:14][OH:15].C(OC(OCC)OCC)C.CC1C=CC(S(O)(=O)=O)=CC=1.